This data is from Peptide-MHC class I binding affinity with 185,985 pairs from IEDB/IMGT. The task is: Regression. Given a peptide amino acid sequence and an MHC pseudo amino acid sequence, predict their binding affinity value. This is MHC class I binding data. The peptide sequence is MPREDAHFI. The MHC is HLA-B35:01 with pseudo-sequence HLA-B35:01. The binding affinity (normalized) is 0.435.